From a dataset of Forward reaction prediction with 1.9M reactions from USPTO patents (1976-2016). Predict the product of the given reaction. (1) Given the reactants [H-].[Na+].[F:3][C:4]1[CH:11]=[CH:10][C:7]([CH:8]=O)=[CH:6][CH:5]=1.[CH3:12][CH:13]([CH2:18][C:19]([O:21]C)=[O:20])[C:14]([O:16]C)=[O:15].CO, predict the reaction product. The product is: [F:3][C:4]1[CH:11]=[CH:10][C:7](/[CH:8]=[C:18](\[CH:13]([CH3:12])[C:14]([OH:16])=[O:15])/[C:19]([OH:21])=[O:20])=[CH:6][CH:5]=1. (2) Given the reactants Br[CH2:2]/[CH:3]=[CH:4]/[C:5]([OH:7])=O.Cl.[Cl:9][C:10]1[CH:11]=[C:12]([OH:30])[CH:13]=[C:14]([NH:16][C:17]2[C:18]3[C:25]4[CH2:26][CH2:27][NH:28][CH2:29][C:24]=4[S:23][C:19]=3[N:20]=[CH:21][N:22]=2)[CH:15]=1.[CH3:31][O:32][CH2:33][CH2:34][NH:35][CH3:36], predict the reaction product. The product is: [Cl:9][C:10]1[CH:11]=[C:12]([OH:30])[CH:13]=[C:14]([NH:16][C:17]2[C:18]3[C:25]4[CH2:26][CH2:27][N:28]([C:5](=[O:7])/[CH:4]=[CH:3]/[CH2:2][N:35]([CH2:34][CH2:33][O:32][CH3:31])[CH3:36])[CH2:29][C:24]=4[S:23][C:19]=3[N:20]=[CH:21][N:22]=2)[CH:15]=1. (3) Given the reactants C(OC(=O)[NH:7][CH:8]1[CH2:13][CH2:12][CH:11]([NH:14][C:15]2[N:20]=[C:19]3[N:21](COCC[Si](C)(C)C)[N:22]=[C:23]([C:24]4[CH:29]=[CH:28][CH:27]=[C:26]([NH:30][CH2:31][C:32]5[CH:37]=[CH:36][C:35]([Cl:38])=[CH:34][CH:33]=5)[CH:25]=4)[C:18]3=[CH:17][N:16]=2)[CH2:10][CH2:9]1)(C)(C)C.C(O)(C(F)(F)F)=O, predict the reaction product. The product is: [Cl:38][C:35]1[CH:36]=[CH:37][C:32]([CH2:31][NH:30][C:26]2[CH:25]=[C:24]([C:23]3[C:18]4[C:19](=[N:20][C:15]([NH:14][CH:11]5[CH2:10][CH2:9][CH:8]([NH2:7])[CH2:13][CH2:12]5)=[N:16][CH:17]=4)[NH:21][N:22]=3)[CH:29]=[CH:28][CH:27]=2)=[CH:33][CH:34]=1. (4) Given the reactants [NH2:1][CH2:2][CH2:3][C:4]1[CH:9]=[C:8]([F:10])[C:7]([OH:11])=[C:6]([F:12])[CH:5]=1.[C:13](O[C:13]([O:15][C:16]([CH3:19])([CH3:18])[CH3:17])=[O:14])([O:15][C:16]([CH3:19])([CH3:18])[CH3:17])=[O:14].CCCCC(COC(CC(S([O-])(=O)=O)C(OCC(CCCC)CC)=O)=O)CC.C1C=C(O)C2C(C3C(O)=CC=CC=3C(=O)C=2C=1)=O.[Na+], predict the reaction product. The product is: [C:16]([O:15][C:13](=[O:14])[NH:1][CH2:2][CH2:3][C:4]1[CH:5]=[C:6]([F:12])[C:7]([OH:11])=[C:8]([F:10])[CH:9]=1)([CH3:19])([CH3:18])[CH3:17]. (5) Given the reactants [S:1]1[C:6]2[CH:7]=[CH:8][CH:9]=[CH:10][C:5]=2[NH:4][CH2:3][CH2:2]1.C(N(CC)CC)C.[CH2:18]([O:25][C:26]1[C:34]([Cl:35])=[CH:33][C:29]([C:30](Cl)=[O:31])=[CH:28][C:27]=1[Cl:36])[C:19]1[CH:24]=[CH:23][CH:22]=[CH:21][CH:20]=1, predict the reaction product. The product is: [CH2:18]([O:25][C:26]1[C:27]([Cl:36])=[CH:28][C:29]([C:30]([N:4]2[C:5]3[CH:10]=[CH:9][CH:8]=[CH:7][C:6]=3[S:1][CH2:2][CH2:3]2)=[O:31])=[CH:33][C:34]=1[Cl:35])[C:19]1[CH:20]=[CH:21][CH:22]=[CH:23][CH:24]=1. (6) Given the reactants ClS(C1C=CC(C(O)=O)=CC=1)(=O)=O.CC1CNCC(C)N1.[Cl:22][C:23]1[CH:29]=[CH:28][C:26]([NH2:27])=[CH:25][C:24]=1[C:30]1[CH:35]=[CH:34][CH:33]=[CH:32][N:31]=1.[CH3:36][CH:37]1[NH:42][CH:41]([CH3:43])[CH2:40][N:39]([S:44]([C:47]2[CH:55]=[CH:54][C:50]([C:51](O)=[O:52])=[CH:49][CH:48]=2)(=[O:46])=[O:45])[CH2:38]1, predict the reaction product. The product is: [Cl:22][C:23]1[CH:29]=[CH:28][C:26]([NH:27][C:51](=[O:52])[C:50]2[CH:54]=[CH:55][C:47]([S:44]([N:39]3[CH2:38][CH:37]([CH3:36])[NH:42][CH:41]([CH3:43])[CH2:40]3)(=[O:46])=[O:45])=[CH:48][CH:49]=2)=[CH:25][C:24]=1[C:30]1[CH:35]=[CH:34][CH:33]=[CH:32][N:31]=1. (7) Given the reactants [CH3:1][O:2][C:3]1[CH:8]=[CH:7][C:6]([CH2:9][C:10]([OH:12])=O)=[CH:5][CH:4]=1.[CH3:13][C:14]1[N:15]=[CH:16][N:17]([C:19]2[S:20][CH:21]=[CH:22][C:23]=2[NH2:24])[CH:18]=1, predict the reaction product. The product is: [CH3:1][O:2][C:3]1[CH:4]=[CH:5][C:6]([CH2:9][C:10]([NH:24][C:23]2[CH:22]=[CH:21][S:20][C:19]=2[N:17]2[CH:18]=[C:14]([CH3:13])[N:15]=[CH:16]2)=[O:12])=[CH:7][CH:8]=1. (8) The product is: [NH2:12][C:13]1[CH:14]=[C:15]([NH:16][S:17]([C:20]2[C:21](=[O:22])[O:11][C:6]3[C:7]([CH:8]=2)=[CH:10][C:3]([O:2][CH3:1])=[CH:4][CH:5]=3)(=[O:19])=[O:18])[CH:24]=[CH:25][C:26]=1[F:27]. Given the reactants [CH3:1][O:2][C:3]1[CH:10]=[C:7]([CH:8]=O)[C:6]([OH:11])=[CH:5][CH:4]=1.[NH2:12][C:13]1[CH:14]=[C:15]([CH:24]=[CH:25][C:26]=1[F:27])[NH:16][S:17]([CH2:20][C:21](O)=[O:22])(=[O:19])=[O:18], predict the reaction product. (9) Given the reactants Br[CH2:2][C:3]1[CH:8]=[CH:7][C:6]([C:9]#[N:10])=[CH:5][CH:4]=1.[C:11]1([C:17]2[CH:22]=[CH:21][C:20]([OH:23])=[CH:19][CH:18]=2)[CH:16]=[CH:15][CH:14]=[CH:13][CH:12]=1.C(=O)([O-])[O-].[K+].[K+].O, predict the reaction product. The product is: [C:17]1([C:11]2[CH:16]=[CH:15][CH:14]=[CH:13][CH:12]=2)[CH:18]=[CH:19][C:20]([O:23][CH2:2][C:3]2[CH:8]=[CH:7][C:6]([C:9]#[N:10])=[CH:5][CH:4]=2)=[CH:21][CH:22]=1. (10) Given the reactants C([N:8]1[CH2:28][CH2:27][C:11]2([CH2:16][CH2:15][N:14]([C:17]3[CH:26]=[CH:25][C:20]([C:21]([NH:23][CH3:24])=[O:22])=[CH:19][CH:18]=3)[CH2:13][CH2:12]2)[CH2:10][CH2:9]1)C1C=CC=CC=1, predict the reaction product. The product is: [CH2:12]1[C:11]2([CH2:10][CH2:9][NH:8][CH2:28][CH2:27]2)[CH2:16][CH2:15][N:14]([C:17]2[CH:26]=[CH:25][C:20]([C:21]([NH:23][CH3:24])=[O:22])=[CH:19][CH:18]=2)[CH2:13]1.